Task: Predict the reaction yield, written as a fraction of the theoretical maximum amount of product (1.0 means a 100% yield; for example, 0.34 means a 34% yield).. Dataset: Reaction yield outcomes from USPTO patents with 853,638 reactions (1) The reactants are Br[C:2]1[C:7](=[O:8])[N:6]([CH2:9][C:10]2[CH:15]=[CH:14][C:13]([C:16]3[C:17]([C:22]#[N:23])=[CH:18][CH:19]=[CH:20][CH:21]=3)=[CH:12][CH:11]=2)[C:5]([CH2:24][CH2:25][CH3:26])=[N:4][C:3]=1[CH2:27][CH3:28].[CH2:29]([O:31][C:32]1[N:37]=[CH:36][C:35](B(O)O)=[CH:34][CH:33]=1)[CH3:30].C(=O)([O-])[O-].[Cs+].[Cs+].O1CCOCC1. The catalyst is C(OCC)(=O)C.C1C=CC(P(C2C=CC=CC=2)[C-]2C=CC=C2)=CC=1.C1C=CC(P(C2C=CC=CC=2)[C-]2C=CC=C2)=CC=1.Cl[Pd]Cl.[Fe+2].ClCCl. The product is [CH2:29]([O:31][C:32]1[N:37]=[CH:36][C:35]([C:2]2[C:7](=[O:8])[N:6]([CH2:9][C:10]3[CH:15]=[CH:14][C:13]([C:16]4[C:17]([C:22]#[N:23])=[CH:18][CH:19]=[CH:20][CH:21]=4)=[CH:12][CH:11]=3)[C:5]([CH2:24][CH2:25][CH3:26])=[N:4][C:3]=2[CH2:27][CH3:28])=[CH:34][CH:33]=1)[CH3:30]. The yield is 0.980. (2) The reactants are COC[O:4][C:5]1[CH:29]=[C:28]([CH:30]([CH3:32])[CH3:31])[CH:27]=[CH:26][C:6]=1[C:7]([NH:9][C:10]1[CH:25]=[CH:24][CH:23]=[CH:22][C:11]=1[C:12]([NH:14][C:15]1[CH:20]=[CH:19][C:18]([Cl:21])=[CH:17][N:16]=1)=[O:13])=[O:8].C(O)(C(F)(F)F)=O.O. The catalyst is ClCCl. The product is [OH:4][C:5]1[CH:29]=[C:28]([CH:30]([CH3:32])[CH3:31])[CH:27]=[CH:26][C:6]=1[C:7]([NH:9][C:10]1[CH:25]=[CH:24][CH:23]=[CH:22][C:11]=1[C:12]([NH:14][C:15]1[CH:20]=[CH:19][C:18]([Cl:21])=[CH:17][N:16]=1)=[O:13])=[O:8]. The yield is 0.220. (3) The product is [CH:11]([NH:10][C:8](=[O:9])[C:7]1[CH:14]=[C:15]([N+:17]([O-:19])=[O:18])[CH:16]=[C:5]([C:24]2[CH:23]=[N:22][N:21]([CH3:20])[CH:25]=2)[CH:6]=1)([CH3:13])[CH3:12]. The catalyst is O1CCOCC1.O.C1C=CC(P(C2C=CC=CC=2)[C-]2C=CC=C2)=CC=1.C1C=CC(P(C2C=CC=CC=2)[C-]2C=CC=C2)=CC=1.Cl[Pd]Cl.[Fe+2]. The yield is 0.590. The reactants are ClCCl.Br[C:5]1[CH:6]=[C:7]([CH:14]=[C:15]([N+:17]([O-:19])=[O:18])[CH:16]=1)[C:8]([NH:10][CH:11]([CH3:13])[CH3:12])=[O:9].[CH3:20][N:21]1[CH:25]=[C:24](B2OC(C)(C)C(C)(C)O2)[CH:23]=[N:22]1.C([O-])([O-])=O.[Na+].[Na+]. (4) The reactants are [C:1]([O:5][C:6]([NH:8][C@@H:9]1[CH2:14][CH2:13][CH2:12][C@:11]([CH3:18])(C(O)=O)[CH2:10]1)=[O:7])([CH3:4])([CH3:3])[CH3:2].CC[N:21]([CH2:24]C)CC.C1C=CC(P(N=[N+]=[N-])(C2C=CC=CC=2)=[O:33])=CC=1.[CH2:43]([OH:50])[C:44]1[CH:49]=[CH:48][CH:47]=[CH:46][CH:45]=1. The catalyst is C1(C)C=CC=CC=1.CCOC(C)=O.O. The product is [CH2:43]([O:50][C:24]([NH:21][C@@:11]1([CH3:18])[CH2:12][CH2:13][CH2:14][C@@H:9]([NH:8][C:6](=[O:7])[O:5][C:1]([CH3:2])([CH3:3])[CH3:4])[CH2:10]1)=[O:33])[C:44]1[CH:49]=[CH:48][CH:47]=[CH:46][CH:45]=1. The yield is 0.460. (5) The reactants are ClC1C=C(C=CC=1NC(=O)C(N1C2C=C(F)C(F)=CC=2N=C1C1C=NC(Cl)=CC=1)C1CCCCC1)C(O)=O.[Cl:39][C:40]1[CH:45]=[CH:44][C:43]([C:46]2[NH:50][C:49]3[CH:51]=[CH:52][CH:53]=[CH:54][C:48]=3[N:47]=2)=[CH:42][CH:41]=1.[CH2:55]([O:57][C:58](=[O:67])[CH:59](Br)[CH:60]1[CH2:65][CH2:64][CH2:63][CH2:62][CH2:61]1)[CH3:56].C(=O)([O-])[O-].[Cs+].[Cs+]. No catalyst specified. The product is [CH2:55]([O:57][C:58](=[O:67])[CH:59]([N:50]1[C:49]2[CH:51]=[CH:52][CH:53]=[CH:54][C:48]=2[N:47]=[C:46]1[C:43]1[CH:42]=[CH:41][C:40]([Cl:39])=[CH:45][CH:44]=1)[CH:60]1[CH2:65][CH2:64][CH2:63][CH2:62][CH2:61]1)[CH3:56]. The yield is 0.580. (6) The reactants are C([O:3][CH:4](OCC)[C:5]1[CH:25]=[CH:24][C:8]([CH2:9][NH:10][C@H:11]([C:16]([O:18][CH:19]2[CH2:23][CH2:22][CH2:21][CH2:20]2)=[O:17])[CH2:12][CH:13]([CH3:15])[CH3:14])=[CH:7][CH:6]=1)C.Cl. The catalyst is C1COCC1. The product is [CH:4]([C:5]1[CH:6]=[CH:7][C:8]([CH2:9][NH:10][C@H:11]([C:16]([O:18][CH:19]2[CH2:23][CH2:22][CH2:21][CH2:20]2)=[O:17])[CH2:12][CH:13]([CH3:15])[CH3:14])=[CH:24][CH:25]=1)=[O:3]. The yield is 0.790.